Dataset: Full USPTO retrosynthesis dataset with 1.9M reactions from patents (1976-2016). Task: Predict the reactants needed to synthesize the given product. (1) Given the product [CH:21]([C:20]1[C:14]2[O:13][C:12]([CH2:8][CH2:9][C:10]#[C:11][C:2]3[CH:7]=[CH:6][CH:5]=[CH:4][N:3]=3)=[N:16][C:15]=2[CH:17]=[CH:18][CH:19]=1)([CH3:23])[CH3:22], predict the reactants needed to synthesize it. The reactants are: Br[C:2]1[CH:7]=[CH:6][CH:5]=[CH:4][N:3]=1.[CH2:8]([C:12]1[O:13][C:14]2[C:20]([CH:21]([CH3:23])[CH3:22])=[CH:19][CH:18]=[CH:17][C:15]=2[N:16]=1)[CH2:9][C:10]#[CH:11]. (2) Given the product [CH3:20][O:21][C:10]1[CH:9]=[CH:8][C:7]([N:12]2[N:16]=[CH:15][CH:14]=[N:13]2)=[C:3]([CH:2]=1)[C:4]([OH:6])=[O:5], predict the reactants needed to synthesize it. The reactants are: F[C:2]1[C:10](C)=[CH:9][CH:8]=[C:7]([N:12]2[N:16]=[CH:15][CH:14]=[N:13]2)[C:3]=1[C:4]([OH:6])=[O:5].IC1C=CC(OC)=CC=1[C:20](O)=[O:21]. (3) Given the product [NH2:1][C:2]1[CH:7]=[CH:6][CH:5]=[CH:4][C:3]=1[NH:8][C:9](=[O:30])[C:10]1[CH:15]=[CH:14][C:13]([CH2:16][NH:17][C:18]2[N:23]=[C:47]([C:46]3[C:42]([CH2:41][OH:40])=[N:43][O:44][C:45]=3[CH3:50])[CH:48]=[CH:20][N:19]=2)=[CH:12][CH:11]=1, predict the reactants needed to synthesize it. The reactants are: [NH2:1][C:2]1[CH:7]=[CH:6][CH:5]=[CH:4][C:3]=1[NH:8][C:9](=[O:30])[C:10]1[CH:15]=[CH:14][C:13]([CH2:16][NH:17][C:18]2[N:23]=C(C3C=NC=CN=3)C=[CH:20][N:19]=2)=[CH:12][CH:11]=1.N1C=CN=CC=1C(=O)C.[OH:40][CH2:41][C:42]1[C:46]([C:47](=O)[CH3:48])=[C:45]([CH3:50])[O:44][N:43]=1. (4) Given the product [N:44]1[N:45]([CH2:12][N:13]2[CH:18]=[N:17][C:16]([N:19]3[CH2:24][CH2:23][N:22]([C:25]4[CH:30]=[CH:29][C:28]([F:31])=[CH:27][CH:26]=4)[CH2:21][CH2:20]3)=[N:15][C:14]2=[O:32])[CH:46]=[C:47]2[C:52]=1[CH:51]=[CH:50][CH:49]=[CH:48]2, predict the reactants needed to synthesize it. The reactants are: CC1C=CC(S(O[CH2:12][N:13]2[CH:18]=[N:17][C:16]([N:19]3[CH2:24][CH2:23][N:22]([C:25]4[CH:30]=[CH:29][C:28]([F:31])=[CH:27][CH:26]=4)[CH2:21][CH2:20]3)=[N:15][C:14]2=[O:32])(=O)=O)=CC=1.N12CCCN=C1CCCCC2.[NH:44]1[C:52]2[C:47](=[CH:48][CH:49]=[CH:50][CH:51]=2)[CH:46]=[N:45]1. (5) Given the product [CH2:7]([N:6]1[C:11](=[O:19])[CH2:10][CH2:18][C:17]2[C:16]3[CH:15]=[CH:14][CH:13]=[CH:12][C:3]=3[CH2:4][C:5]1=2)[CH3:8], predict the reactants needed to synthesize it. The reactants are: CO[C:3](=O)[CH2:4][CH2:5][NH:6][CH2:7][CH3:8].[CH2:10]1[C:18]2[C:13](=[CH:14][CH:15]=[CH:16][CH:17]=2)[CH2:12][C:11]1=[O:19]. (6) Given the product [OH:18][C:8]1([CH3:17])[CH2:7][O:6][C:5]2[CH:19]=[CH:20][C:2]([C:22]#[C:21][C@:23]3([OH:30])[CH2:27][CH2:26][N:25]([CH3:28])[C:24]3=[O:29])=[CH:3][C:4]=2[N:10]2[N:11]=[C:12]([C:14]([NH2:16])=[O:15])[CH:13]=[C:9]12, predict the reactants needed to synthesize it. The reactants are: I[C:2]1[CH:20]=[CH:19][C:5]2[O:6][CH2:7][C:8]([OH:18])([CH3:17])[C:9]3[N:10]([N:11]=[C:12]([C:14]([NH2:16])=[O:15])[CH:13]=3)[C:4]=2[CH:3]=1.[C:21]([C@:23]1([OH:30])[CH2:27][CH2:26][N:25]([CH3:28])[C:24]1=[O:29])#[CH:22]. (7) Given the product [I:18][C:4]1[CH:3]=[CH:2][C:1]([C@H:7]2[CH2:12][CH2:11][O:10][CH2:9][C@H:8]2[C:13]([O:15][CH2:16][CH3:17])=[O:14])=[CH:6][CH:5]=1, predict the reactants needed to synthesize it. The reactants are: [C:1]1([C@H:7]2[CH2:12][CH2:11][O:10][CH2:9][C@H:8]2[C:13]([O:15][CH2:16][CH3:17])=[O:14])[CH:6]=[CH:5][CH:4]=[CH:3][CH:2]=1.[I:18]Cl. (8) The reactants are: C(O)(C(F)(F)F)=O.C(OC(=O)[NH:14][CH2:15][C@H:16]1[CH2:21][CH2:20][C@H:19]([CH2:22][NH:23][C:24]([C:26]2[C:35]3[C:30](=[CH:31][CH:32]=[CH:33][CH:34]=3)[N:29]=[C:28]([C:36]3[CH:37]=[N:38][C:39]([F:42])=[CH:40][CH:41]=3)[CH:27]=2)=[O:25])[CH2:18][CH2:17]1)(C)(C)C. Given the product [NH2:14][CH2:15][C@H:16]1[CH2:21][CH2:20][C@H:19]([CH2:22][NH:23][C:24]([C:26]2[C:35]3[C:30](=[CH:31][CH:32]=[CH:33][CH:34]=3)[N:29]=[C:28]([C:36]3[CH:37]=[N:38][C:39]([F:42])=[CH:40][CH:41]=3)[CH:27]=2)=[O:25])[CH2:18][CH2:17]1, predict the reactants needed to synthesize it. (9) Given the product [Cl:10][C:11]1[N:12]=[CH:13][C:14]([C:15]([C:3]2[C:4]3[C:5](=[N:6][CH:7]=[CH:8][CH:9]=3)[NH:1][CH:2]=2)=[O:16])=[CH:18][CH:19]=1, predict the reactants needed to synthesize it. The reactants are: [NH:1]1[C:5]2=[N:6][CH:7]=[CH:8][CH:9]=[C:4]2[CH:3]=[CH:2]1.[Cl:10][C:11]1[CH:19]=[CH:18][C:14]([C:15](Cl)=[O:16])=[CH:13][N:12]=1.[Cl-].[Al+3].[Cl-].[Cl-]. (10) Given the product [C:42]([C:8]1[CH:7]=[C:6]([C:9]2[CH:14]=[CH:13][C:12]([OH:15])=[C:11]([C:16]3[NH:20][C:19]4[CH:21]=[CH:22][C:23]([C:25]#[N:26])=[CH:24][C:18]=4[N:17]=3)[CH:10]=2)[CH:5]=[CH:4][CH:3]=1)#[N:43], predict the reactants needed to synthesize it. The reactants are: C([C:3]1[CH:8]=[CH:7][C:6]([C:9]2[CH:14]=[CH:13][C:12]([OH:15])=[C:11]([C:16]3[NH:20][C:19]4[CH:21]=[CH:22][C:23]([C:25]#[N:26])=[CH:24][C:18]=4[N:17]=3)[CH:10]=2)=[CH:5][CH:4]=1)#N.C(C1C=C(C2C=CC=C([C:42]#[N:43])C=2)C=CC=1O)=O.